From a dataset of Full USPTO retrosynthesis dataset with 1.9M reactions from patents (1976-2016). Predict the reactants needed to synthesize the given product. (1) Given the product [CH2:10]([NH:17][C:7]([CH:1]1[CH2:9][CH:5]([OH:6])[CH:4]=[CH:3][CH2:2]1)=[O:8])[C:11]1[CH:16]=[CH:15][CH:14]=[CH:13][CH:12]=1, predict the reactants needed to synthesize it. The reactants are: [CH:1]12[CH2:9][CH:5]([O:6][C:7]1=[O:8])[CH:4]=[CH:3][CH2:2]2.[CH2:10]([NH2:17])[C:11]1[CH:16]=[CH:15][CH:14]=[CH:13][CH:12]=1. (2) Given the product [CH3:3][CH:4]([CH3:9])[CH2:5][C:6](=[O:8])[CH2:7][C:10]([O:13][CH2:14][CH3:15])=[O:12], predict the reactants needed to synthesize it. The reactants are: [H-].[Na+].[CH3:3][CH:4]([CH3:9])[CH2:5][C:6](=[O:8])[CH3:7].[C:10]([OH:13])(=[O:12])C.[CH2:14]1COC[CH2:15]1.